Task: Regression/Classification. Given a drug SMILES string, predict its absorption, distribution, metabolism, or excretion properties. Task type varies by dataset: regression for continuous measurements (e.g., permeability, clearance, half-life) or binary classification for categorical outcomes (e.g., BBB penetration, CYP inhibition). Dataset: cyp3a4_veith.. Dataset: CYP3A4 inhibition data for predicting drug metabolism from PubChem BioAssay (1) The compound is Cn1c(=O)c2[nH]c(CCNC(=O)c3ccccc3)nc2n(C)c1=O. The result is 0 (non-inhibitor). (2) The drug is Cc1ncn(-c2ccccc2O)c1C. The result is 0 (non-inhibitor).